Predict the reaction yield, written as a fraction of the theoretical maximum amount of product (1.0 means a 100% yield; for example, 0.34 means a 34% yield). From a dataset of Reaction yield outcomes from USPTO patents with 853,638 reactions. (1) The reactants are [F:1][C:2]1[CH:10]=[CH:9][C:8]2[N:7]([CH2:11][C:12]3[CH:21]=[CH:20][C:15]([C:16]([O:18][CH3:19])=[O:17])=[CH:14][CH:13]=3)[C:6]3[CH2:22][CH2:23][N:24]([CH2:27][CH2:28]O)[C:25](=[O:26])[C:5]=3[C:4]=2[CH:3]=1.CCN(C(C)C)C(C)C.CS(Cl)(=O)=O.[OH:44][CH2:45][CH:46]1[CH2:51][CH2:50][NH:49][CH2:48][CH2:47]1. The catalyst is C(#N)C. The product is [F:1][C:2]1[CH:10]=[CH:9][C:8]2[N:7]([CH2:11][C:12]3[CH:21]=[CH:20][C:15]([C:16]([O:18][CH3:19])=[O:17])=[CH:14][CH:13]=3)[C:6]3[CH2:22][CH2:23][N:24]([CH2:27][CH2:28][N:49]4[CH2:50][CH2:51][CH:46]([CH2:45][OH:44])[CH2:47][CH2:48]4)[C:25](=[O:26])[C:5]=3[C:4]=2[CH:3]=1. The yield is 0.320. (2) The reactants are [OH:1][C:2]1[C:3](=[O:13])[C:4]2[C:9]([C:10](=[O:12])[CH:11]=1)=[CH:8][CH:7]=[CH:6][CH:5]=2. The catalyst is C1C=CC=CC=1.[Ag]. The product is [OH:1][CH2:2][CH2:11][CH2:10][CH2:9][CH2:8][CH2:7][O:12][C:10]1[C:9]2[C:4](=[CH:5][CH:6]=[CH:7][CH:8]=2)[C:3](=[O:13])[C:2](=[O:1])[CH:11]=1. The yield is 0.500. (3) The reactants are Cl[C:2]1[N:9]=[CH:8][C:7]([F:10])=[CH:6][C:3]=1[C:4]#[N:5].O.[NH2:12][NH2:13]. The product is [F:10][C:7]1[CH:6]=[C:3]2[C:4]([NH2:5])=[N:13][NH:12][C:2]2=[N:9][CH:8]=1. The yield is 0.880. The catalyst is C(O)CCC. (4) The reactants are [NH:1]1[C:9]2[C:4](=[CH:5][CH:6]=[CH:7][CH:8]=2)[C:3](/[CH:10]=[CH:11]/[C:12]2[CH:20]=[CH:19][CH:18]=[CH:17][C:13]=2[C:14]([OH:16])=O)=[N:2]1.CN1CCOCC1.[NH2:28][CH2:29][C:30]1[S:31][CH:32]=[CH:33][CH:34]=1.C(Cl)CCl. The catalyst is C1COCC1.C(OCC)(=O)C.O. The product is [NH:1]1[C:9]2[C:4](=[CH:5][CH:6]=[CH:7][CH:8]=2)[C:3](/[CH:10]=[CH:11]/[C:12]2[CH:20]=[CH:19][CH:18]=[CH:17][C:13]=2[C:14]([NH:28][CH2:29][C:30]2[S:31][CH:32]=[CH:33][CH:34]=2)=[O:16])=[N:2]1. The yield is 0.170. (5) The reactants are [CH:1]1([O:6][CH2:7][C:8]([CH:10]2[C:15](=O)[CH2:14][CH2:13][O:12][CH2:11]2)=O)[CH2:5][CH2:4][CH2:3][CH2:2]1.[CH3:17][O:18][C:19]1[CH:20]=[C:21]([NH:31][C:32]([NH2:34])=[NH:33])[CH:22]=[CH:23][C:24]=1[N:25]1[CH:29]=[C:28]([CH3:30])[N:27]=[CH:26]1.C(=O)([O-])[O-].[K+].[K+]. The catalyst is CCO. The product is [CH:1]1([O:6][CH2:7][C:8]2[C:10]3[CH2:11][O:12][CH2:13][CH2:14][C:15]=3[N:34]=[C:32]([NH:31][C:21]3[CH:22]=[CH:23][C:24]([N:25]4[CH:29]=[C:28]([CH3:30])[N:27]=[CH:26]4)=[C:19]([O:18][CH3:17])[CH:20]=3)[N:33]=2)[CH2:5][CH2:4][CH2:3][CH2:2]1. The yield is 0.160. (6) The yield is 0.130. The catalyst is O. The product is [CH:2]1([C:4]2[NH:15][C:10]3[CH:11]=[CH:12][CH:13]=[CH:14][C:9]=3[N:16]=2)[CH2:3][CH2:1]1. The reactants are [CH2:1]1[CH2:3][CH:2]1[C:4](O)=O.Cl.Cl.[C:9]1([NH2:16])[CH:14]=[CH:13][CH:12]=[CH:11][C:10]=1[NH2:15].[OH-].[Na+]. (7) The reactants are [Br:1][C:2]1[C:10]2[C:9]([C:11]([O:13][CH2:14][CH3:15])=[O:12])=[CH:8][C:7](Br)=[N:6][C:5]=2[N:4]([CH:17]([CH3:19])[CH3:18])[N:3]=1.CC1(C)C(C)(C)OB([C:28]2[CH:40]=[CH:39][C:31]([CH2:32][N:33]3[CH2:38][CH2:37][O:36][CH2:35][CH2:34]3)=[CH:30][CH:29]=2)O1.C([O-])([O-])=O.[Na+].[Na+].CO.C(Cl)Cl. The catalyst is O1CCOCC1.C1C=CC([P]([Pd]([P](C2C=CC=CC=2)(C2C=CC=CC=2)C2C=CC=CC=2)([P](C2C=CC=CC=2)(C2C=CC=CC=2)C2C=CC=CC=2)[P](C2C=CC=CC=2)(C2C=CC=CC=2)C2C=CC=CC=2)(C2C=CC=CC=2)C2C=CC=CC=2)=CC=1. The product is [Br:1][C:2]1[C:10]2[C:9]([C:11]([O:13][CH2:14][CH3:15])=[O:12])=[CH:8][C:7]([C:28]3[CH:29]=[CH:30][C:31]([CH2:32][N:33]4[CH2:38][CH2:37][O:36][CH2:35][CH2:34]4)=[CH:39][CH:40]=3)=[N:6][C:5]=2[N:4]([CH:17]([CH3:19])[CH3:18])[N:3]=1. The yield is 0.671. (8) The reactants are C(OC(=O)[NH:10][CH2:11][C:12]1[O:13][C:14]([CH3:24])=[C:15]([C:17]([C:19]2[S:20][CH:21]=[CH:22][N:23]=2)=[O:18])[N:16]=1)C1C=CC=CC=1.Br.C(O)(=O)C. The catalyst is C(Cl)Cl. The product is [NH2:10][CH2:11][C:12]1[O:13][C:14]([CH3:24])=[C:15]([C:17]([C:19]2[S:20][CH:21]=[CH:22][N:23]=2)=[O:18])[N:16]=1. The yield is 1.00.